Dataset: Forward reaction prediction with 1.9M reactions from USPTO patents (1976-2016). Task: Predict the product of the given reaction. (1) Given the reactants [O:1]=[S:2]1[C:8]2[CH:9]=[CH:10][CH:11]=[CH:12][C:7]=2[CH2:6][N:5]([C:13]2[NH:14][C:15](=O)[C:16]3[S:21][C:20]([CH3:22])=[CH:19][C:17]=3[N:18]=2)[CH2:4][CH2:3]1.F[P-](F)(F)(F)(F)F.N1(O[P+](N(C)C)(N(C)C)N(C)C)C2C=CC=CC=2N=N1.N1(C2CCCCCCCCCC2)CCCN=CCCCCC1.[NH2:73][CH2:74][C:75]1([NH2:79])[CH2:78][O:77][CH2:76]1, predict the reaction product. The product is: [NH2:79][C:75]1([CH2:74][NH:73][C:15]2[C:16]3[S:21][C:20]([CH3:22])=[CH:19][C:17]=3[N:18]=[C:13]([N:5]3[CH2:6][C:7]4[CH:12]=[CH:11][CH:10]=[CH:9][C:8]=4[S:2](=[O:1])[CH2:3][CH2:4]3)[N:14]=2)[CH2:78][O:77][CH2:76]1. (2) Given the reactants [CH3:1][C:2]1([CH2:7][C:8]2[CH:13]=[CH:12][C:11]([N+:14]([O-])=O)=[CH:10][CH:9]=2)[O:6][CH2:5][CH2:4][O:3]1.CC1(CC2C=C(N)C=CC=2)OCCO1, predict the reaction product. The product is: [CH3:1][C:2]1([CH2:7][C:8]2[CH:13]=[CH:12][C:11]([NH2:14])=[CH:10][CH:9]=2)[O:3][CH2:4][CH2:5][O:6]1. (3) Given the reactants [H-].[Na+].[Br:3][C:4]1[CH:5]=[C:6]2[CH:12]=[N:11][NH:10][C:7]2=[N:8][CH:9]=1.[H][H].[C:15]1([S:21](Cl)(=[O:23])=[O:22])[CH:20]=[CH:19][CH:18]=[CH:17][CH:16]=1, predict the reaction product. The product is: [Br:3][C:4]1[CH:5]=[C:6]2[CH:12]=[N:11][N:10]([S:21]([C:15]3[CH:20]=[CH:19][CH:18]=[CH:17][CH:16]=3)(=[O:23])=[O:22])[C:7]2=[N:8][CH:9]=1. (4) Given the reactants [F:1][C:2]1([F:18])[C:11]2([CH3:12])[CH:3]1[CH2:4][C:5]1[C:6]([C:13]([O:15]CC)=[O:14])=[N:7][NH:8][C:9]=1[CH2:10]2.C(O)C.[OH-].[Na+], predict the reaction product. The product is: [F:18][C:2]1([F:1])[C:11]2([CH3:12])[CH:3]1[CH2:4][C:5]1[C:6]([C:13]([OH:15])=[O:14])=[N:7][NH:8][C:9]=1[CH2:10]2. (5) Given the reactants [F:1][C:2]([F:14])([F:13])[C:3]1[CH:8]=[CH:7][C:6]([CH2:9][C:10]([OH:12])=O)=[CH:5][CH:4]=1.[N:15]1[C:20]2[NH:21][CH:22]=[CH:23][C:19]=2[C:18]([N:24]2[CH2:32][CH2:31][NH:30][CH2:29][C:26]3([CH2:28][CH2:27]3)[CH2:25]2)=[N:17][CH:16]=1.F[P-](F)(F)(F)(F)F.N1(OC(N(C)C)=[N+](C)C)C2N=CC=CC=2N=N1, predict the reaction product. The product is: [N:15]1[C:20]2[NH:21][CH:22]=[CH:23][C:19]=2[C:18]([N:24]2[CH2:32][CH2:31][N:30]([C:10](=[O:12])[CH2:9][C:6]3[CH:5]=[CH:4][C:3]([C:2]([F:1])([F:14])[F:13])=[CH:8][CH:7]=3)[CH2:29][C:26]3([CH2:28][CH2:27]3)[CH2:25]2)=[N:17][CH:16]=1. (6) Given the reactants [C:1]([O:6][CH2:7][CH:8]1[O:10][CH2:9]1)(=[O:5])[C:2]([CH3:4])=[CH2:3].[C:11]([O:16][CH2:17][C:18]1[CH:23]=[CH:22][CH:21]=[CH:20][CH:19]=1)(=[O:15])[C:12]([CH3:14])=[CH2:13].[C:24]([OH:29])(=[O:28])[C:25]([CH3:27])=[CH2:26].N(C(C)(CC)C([O-])=O)=NC(C)(CC)C([O-])=O, predict the reaction product. The product is: [C:1]([O:6][CH2:7][CH:8]1[O:10][CH2:9]1)(=[O:5])[C:2]([CH3:4])=[CH2:3].[C:11]([O:16][CH2:17][C:18]1[CH:19]=[CH:20][CH:21]=[CH:22][CH:23]=1)(=[O:15])[C:12]([CH3:14])=[CH2:13].[C:24]([OH:29])(=[O:28])[C:25]([CH3:27])=[CH2:26]. (7) Given the reactants OC1C=CNC(=O)C=1O.[NH2:10][C:11]1[C:12]([NH2:20])=[C:13]([CH:17]=[CH:18][CH:19]=1)[C:14]([OH:16])=[O:15].CN(C(ON1N=NC2C=CC=NC1=2)=[N+](C)C)C.F[P-](F)(F)(F)(F)F.C(N(C(C)C)CC)(C)C.N(CCCCN)=[N+]=[N-], predict the reaction product. The product is: [NH2:10][C:11]1[C:12]([NH2:20])=[C:13]([CH:17]=[CH:18][CH:19]=1)[C:14]([OH:16])=[O:15]. (8) Given the reactants [Cl:1][C:2]1[S:6][C:5]([NH:7][C:8](=[O:18])[C:9]2[CH:14]=[C:13]([Cl:15])[CH:12]=[CH:11][C:10]=2[O:16][CH3:17])=[N:4][CH:3]=1.Cl[CH2:20][C:21]1[N:22]=[CH:23][S:24][CH:25]=1.CC(C)([O-])C.[K+].O1CCOCC1, predict the reaction product. The product is: [Cl:15][C:13]1[CH:12]=[CH:11][C:10]([O:16][CH3:17])=[C:9]([CH:14]=1)[C:8](/[N:7]=[C:5]1\[S:6][C:2]([Cl:1])=[CH:3][N:4]\1[CH2:20][C:21]1[N:22]=[CH:23][S:24][CH:25]=1)=[O:18].